This data is from Full USPTO retrosynthesis dataset with 1.9M reactions from patents (1976-2016). The task is: Predict the reactants needed to synthesize the given product. (1) Given the product [Cl:21][C:22]1[CH:29]=[CH:28][CH:27]=[CH:26][C:23]=1[CH2:24][NH:9][CH2:10][CH2:11][N:12]1[CH2:16][CH2:15][NH:14][C:13]1=[CH:17][N+:18]([O-:20])=[O:19], predict the reactants needed to synthesize it. The reactants are: ClC1N=CC(C[NH:9][CH2:10][CH2:11][N:12]2[CH2:16][CH2:15][NH:14][C:13]2=[CH:17][N+:18]([O-:20])=[O:19])=CC=1.[Cl:21][C:22]1[CH:29]=[CH:28][CH:27]=[CH:26][C:23]=1[CH:24]=O.C(O[BH-](OC(=O)C)OC(=O)C)(=O)C.[Na+].S([O-])([O-])(=O)=O.[Mg+2]. (2) Given the product [C:23]([NH:27][S:28]([C:31]1[CH:36]=[C:35]([C:2]2[CH:7]=[CH:6][CH:5]=[C:4]([C:8]3[N:13]=[C:12]([C:14]4[CH:19]=[CH:18][C:17]([Cl:20])=[C:16]([Cl:21])[CH:15]=4)[CH:11]=[C:10]([CH3:22])[N:9]=3)[CH:3]=2)[CH:34]=[CH:33][CH:32]=1)(=[O:30])=[O:29])([CH3:26])([CH3:24])[CH3:25], predict the reactants needed to synthesize it. The reactants are: Br[C:2]1[CH:3]=[C:4]([C:8]2[N:13]=[C:12]([C:14]3[CH:19]=[CH:18][C:17]([Cl:20])=[C:16]([Cl:21])[CH:15]=3)[CH:11]=[C:10]([CH3:22])[N:9]=2)[CH:5]=[CH:6][CH:7]=1.[C:23]([NH:27][S:28]([C:31]1[CH:32]=[C:33](B(O)O)[CH:34]=[CH:35][CH:36]=1)(=[O:30])=[O:29])([CH3:26])([CH3:25])[CH3:24].